Dataset: Full USPTO retrosynthesis dataset with 1.9M reactions from patents (1976-2016). Task: Predict the reactants needed to synthesize the given product. (1) Given the product [O:4]1[C:9]2[CH:10]=[CH:11][C:12]([CH2:14][NH:15][CH:16]3[CH2:17][CH2:18][N:19]([CH2:22][CH2:23][N:24]4[C:33]5[C:28](=[CH:29][CH:30]=[C:31]([O:34][CH3:35])[CH:32]=5)[C:27]([C:36]([OH:38])=[O:37])=[CH:26][C:25]4=[O:40])[CH2:20][CH2:21]3)=[CH:13][C:8]=2[O:7][CH2:6][CH2:5]1, predict the reactants needed to synthesize it. The reactants are: C(O)C.[O:4]1[C:9]2[CH:10]=[CH:11][C:12]([CH2:14][NH:15][CH:16]3[CH2:21][CH2:20][N:19]([CH2:22][CH2:23][N:24]4[C:33]5[C:28](=[CH:29][CH:30]=[C:31]([O:34][CH3:35])[CH:32]=5)[C:27]([C:36]([O:38]C)=[O:37])=[CH:26][C:25]4=[O:40])[CH2:18][CH2:17]3)=[CH:13][C:8]=2[O:7][CH2:6][CH2:5]1.[OH-].[Na+]. (2) The reactants are: [CH2:1]([N:8]1[CH2:16][CH:15]2[CH:10]([NH:11][CH2:12][CH2:13][CH2:14]2)[CH2:9]1)[C:2]1[CH:7]=[CH:6][CH:5]=[CH:4][CH:3]=1.[H-].[Na+].I[CH2:20][CH3:21]. Given the product [CH2:1]([N:8]1[CH2:16][CH:15]2[CH:10]([N:11]([CH2:20][CH3:21])[CH2:12][CH2:13][CH2:14]2)[CH2:9]1)[C:2]1[CH:3]=[CH:4][CH:5]=[CH:6][CH:7]=1, predict the reactants needed to synthesize it. (3) Given the product [Cl:1][C:2]1[CH:3]=[CH:4][C:5]([NH:8][C:9](=[O:37])[C:10]2[CH:15]=[CH:14][CH:13]=[CH:12][C:11]=2[NH:16][C:17](=[O:36])[C:18]2[CH:23]=[CH:22][C:21]([N:24]3[CH2:25][CH2:26][CH2:27][CH2:28]3)=[CH:20][C:19]=2[O:29][CH:30]2[CH2:35][CH2:34][N:33]([C:46](=[O:47])[C:45]([F:56])([F:55])[F:44])[CH2:32][CH2:31]2)=[N:6][CH:7]=1, predict the reactants needed to synthesize it. The reactants are: [Cl:1][C:2]1[CH:3]=[CH:4][C:5]([NH:8][C:9](=[O:37])[C:10]2[CH:15]=[CH:14][CH:13]=[CH:12][C:11]=2[NH:16][C:17](=[O:36])[C:18]2[CH:23]=[CH:22][C:21]([N:24]3[CH2:28][CH2:27][CH2:26][CH2:25]3)=[CH:20][C:19]=2[O:29][CH:30]2[CH2:35][CH2:34][NH:33][CH2:32][CH2:31]2)=[N:6][CH:7]=1.N1C=CC=CC=1.[F:44][C:45]([F:56])([F:55])[C:46](O[C:46](=[O:47])[C:45]([F:56])([F:55])[F:44])=[O:47].